Dataset: Catalyst prediction with 721,799 reactions and 888 catalyst types from USPTO. Task: Predict which catalyst facilitates the given reaction. (1) Reactant: C(=O)([O-])[O-].[K+].[K+].[C:7]1([S:13]([N:16]2[C:20]3=[N:21][CH:22]=[C:23]([OH:25])[CH:24]=[C:19]3[CH:18]=[C:17]2[C:26]([C:33]2[CH:38]=[CH:37][C:36]([S:39]([CH3:42])(=[O:41])=[O:40])=[CH:35][CH:34]=2)=[CH:27][CH:28]2[CH2:32][CH2:31][CH2:30][CH2:29]2)(=[O:15])=[O:14])[CH:12]=[CH:11][CH:10]=[CH:9][CH:8]=1.Cl.[CH3:44][N:45]([CH3:49])[CH2:46][CH2:47]Cl. Product: [C:7]1([S:13]([N:16]2[C:20]3=[N:21][CH:22]=[C:23]([O:25][CH2:47][CH2:46][N:45]([CH3:49])[CH3:44])[CH:24]=[C:19]3[CH:18]=[C:17]2[C:26]([C:33]2[CH:34]=[CH:35][C:36]([S:39]([CH3:42])(=[O:40])=[O:41])=[CH:37][CH:38]=2)=[CH:27][CH:28]2[CH2:32][CH2:31][CH2:30][CH2:29]2)(=[O:14])=[O:15])[CH:12]=[CH:11][CH:10]=[CH:9][CH:8]=1. The catalyst class is: 42. (2) Reactant: [N:1]1[C:10]2[CH:9]([NH:11][CH2:12][CH2:13][CH2:14][CH2:15][N:16]3[C:24](=[O:25])[C:23]4[C:18](=[CH:19][CH:20]=[CH:21][CH:22]=4)[C:17]3=[O:26])[CH2:8][CH2:7][CH2:6][C:5]=2[CH:4]=[CH:3][CH:2]=1.[BH-](O[C:37]([CH3:39])=O)(OC(C)=O)OC(C)=O.[Na+]. Product: [CH3:2][N:1]1[C:10]2[CH:5]=[CH:6][CH:7]=[CH:8][C:9]=2[N:11]=[C:37]1[CH2:39][N:11]([CH:9]1[C:10]2[N:1]=[CH:2][CH:3]=[CH:4][C:5]=2[CH2:6][CH2:7][CH2:8]1)[CH2:12][CH2:13][CH2:14][CH2:15][N:16]1[C:24](=[O:25])[C:23]2[C:18](=[CH:19][CH:20]=[CH:21][CH:22]=2)[C:17]1=[O:26]. The catalyst class is: 4.